Dataset: Catalyst prediction with 721,799 reactions and 888 catalyst types from USPTO. Task: Predict which catalyst facilitates the given reaction. The catalyst class is: 6. Product: [Cl-:45].[NH2:19][CH2:18][CH2:17][N+:16](=[C:13]1[CH:14]=[CH:15][C:10](=[C:9]([C:6]2[CH:7]=[CH:8][C:3]([N:2]([CH3:1])[CH3:38])=[CH:4][CH:5]=2)[C:29]2[CH:30]=[CH:31][C:32]([N:35]([CH3:37])[CH3:36])=[CH:33][CH:34]=2)[CH:11]=[CH:12]1)[CH2:27][CH3:28]. Reactant: [CH3:1][N:2]([CH3:38])[C:3]1[CH:8]=[CH:7][C:6]([CH:9]([C:29]2[CH:34]=[CH:33][C:32]([N:35]([CH3:37])[CH3:36])=[CH:31][CH:30]=2)[C:10]2[CH:15]=[CH:14][C:13]([N:16]([CH2:27][CH3:28])[CH2:17][CH2:18][NH:19]C(=O)OC(C)(C)C)=[CH:12][CH:11]=2)=[CH:5][CH:4]=1.CCOC(C)=O.[ClH:45].